This data is from Reaction yield outcomes from USPTO patents with 853,638 reactions. The task is: Predict the reaction yield, written as a fraction of the theoretical maximum amount of product (1.0 means a 100% yield; for example, 0.34 means a 34% yield). (1) The reactants are [C:1]([C:3]1[C:8](=[O:9])[CH:7]=[CH:6][N:5]([C:10]2[CH:15]=[CH:14][CH:13]=[C:12]([C:16]([F:19])([F:18])[F:17])[CH:11]=2)[N:4]=1)#[CH:2].[OH:20][N:21]=[C:22](Cl)[C:23]1[CH:28]=[CH:27][CH:26]=[CH:25][CH:24]=1.CCN(CC)CC. The catalyst is C1COCC1. The product is [C:23]1([C:22]2[C:1]([C:3]3[C:8](=[O:9])[CH:7]=[CH:6][N:5]([C:10]4[CH:15]=[CH:14][CH:13]=[C:12]([C:16]([F:19])([F:18])[F:17])[CH:11]=4)[N:4]=3)=[CH:2][O:20][N:21]=2)[CH:28]=[CH:27][CH:26]=[CH:25][CH:24]=1. The yield is 0.550. (2) The reactants are Br[C:2]1[N:12]=[CH:11][C:5]2[O:6][CH2:7][C:8](=[O:10])[NH:9][C:4]=2[CH:3]=1.[F:13][C:14]1[CH:19]=[CH:18][C:17]([N:20]2[C:24](B(O)O)=[CH:23][C:22]([C:28]([F:31])([F:30])[F:29])=[N:21]2)=[C:16]([CH3:32])[CH:15]=1. No catalyst specified. The product is [F:13][C:14]1[CH:19]=[CH:18][C:17]([N:20]2[C:24]([C:2]3[N:12]=[CH:11][C:5]4[O:6][CH2:7][C:8](=[O:10])[NH:9][C:4]=4[CH:3]=3)=[CH:23][C:22]([C:28]([F:29])([F:31])[F:30])=[N:21]2)=[C:16]([CH3:32])[CH:15]=1. The yield is 0.250. (3) The reactants are [O:1]1[C:5]2[CH:6]=[CH:7][CH:8]=[C:9]([OH:10])[C:4]=2[O:3][CH2:2]1.C1(=O)O[CH2:14][CH2:13][O:12]1.C([O-])([O-])=O.[K+].[K+].C(=O)=O. The catalyst is CN(C=O)C. The product is [O:1]1[C:5]2[CH:6]=[CH:7][CH:8]=[C:9]([O:10][CH2:14][CH2:13][OH:12])[C:4]=2[O:3][CH2:2]1. The yield is 0.650. (4) The reactants are [Cl:1][C:2]1[CH:3]=[C:4]([C:9]2[S:10][CH:11]=[C:12]([C:15](=[N:17][NH2:18])[CH3:16])[C:13]=2[OH:14])[CH:5]=[CH:6][C:7]=1[Cl:8].[N:19]([C:22]1[CH:31]=[CH:30][C:25]2[O:26][CH2:27][CH2:28][O:29][C:24]=2[CH:23]=1)=[C:20]=[S:21].CO.O. The catalyst is CN(C)C=O. The product is [Cl:1][C:2]1[CH:3]=[C:4]([C:9]2[S:10][CH:11]=[C:12]([C:15](=[N:17][NH:18][C:20](=[S:21])[NH:19][C:22]3[CH:31]=[CH:30][C:25]4[O:26][CH2:27][CH2:28][O:29][C:24]=4[CH:23]=3)[CH3:16])[C:13]=2[OH:14])[CH:5]=[CH:6][C:7]=1[Cl:8]. The yield is 0.650. (5) The reactants are [CH3:1][C:2]([CH3:7])([CH3:6])[C:3]([NH2:5])=[O:4].C(Cl)(=O)[C:9](Cl)=[O:10].[CH3:14][N:15]1[CH:19]=[C:18]([C:20]2[CH:25]=[C:24]([O:26][C:27]3[CH:28]=[CH:29][C:30]([NH2:33])=[N:31][CH:32]=3)[CH:23]=[CH:22][N:21]=2)[CH:17]=[N:16]1.N1C=CC=CC=1. The catalyst is ClCCCl.C1COCC1. The product is [CH3:14][N:15]1[CH:19]=[C:18]([C:20]2[CH:25]=[C:24]([O:26][C:27]3[CH:28]=[CH:29][C:30]([NH:33][C:9]([NH:5][C:3](=[O:4])[C:2]([CH3:7])([CH3:6])[CH3:1])=[O:10])=[N:31][CH:32]=3)[CH:23]=[CH:22][N:21]=2)[CH:17]=[N:16]1. The yield is 0.720.